This data is from Forward reaction prediction with 1.9M reactions from USPTO patents (1976-2016). The task is: Predict the product of the given reaction. Given the reactants [Cl:1][C:2]1[CH:3]=[C:4]([OH:11])[C:5]2[N:6]([N:8]=[CH:9][CH:10]=2)[CH:7]=1.CS(O[C@H:17]([C@@H:19]1[CH2:23][C:22](=[O:24])[N:21]([C@@H:25]([C:27]2[CH:32]=[CH:31][C:30]([O:33][CH3:34])=[CH:29][CH:28]=2)[CH3:26])[CH2:20]1)[CH3:18])(=O)=O.C(=O)([O-])[O-].[Cs+].[Cs+].C([O-])(O)=O.[Na+], predict the reaction product. The product is: [Cl:1][C:2]1[CH:3]=[C:4]([O:11][C@@H:17]([C@H:19]2[CH2:20][N:21]([C@@H:25]([C:27]3[CH:28]=[CH:29][C:30]([O:33][CH3:34])=[CH:31][CH:32]=3)[CH3:26])[C:22](=[O:24])[CH2:23]2)[CH3:18])[C:5]2[N:6]([N:8]=[CH:9][CH:10]=2)[CH:7]=1.